Dataset: Catalyst prediction with 721,799 reactions and 888 catalyst types from USPTO. Task: Predict which catalyst facilitates the given reaction. (1) Reactant: [C:1]([C:5]1[CH:10]=[CH:9][C:8]([S:11]([NH:14][C:15]2[CH:20]=[C:19](F)[C:18](Cl)=[CH:17][C:16]=2[C:23]2[N:27]([CH3:28])[C:26]([CH2:29][CH3:30])=[N:25][N:24]=2)(=[O:13])=[O:12])=[CH:7][CH:6]=1)([CH3:4])([CH3:3])[CH3:2].[C:31]([Cu])#[N:32].CN(C=O)C. Product: [C:1]([C:5]1[CH:10]=[CH:9][C:8]([S:11]([NH:14][C:15]2[CH:20]=[CH:19][C:18]([C:31]#[N:32])=[CH:17][C:16]=2[C:23]2[N:27]([CH3:28])[C:26]([CH2:29][CH3:30])=[N:25][N:24]=2)(=[O:13])=[O:12])=[CH:7][CH:6]=1)([CH3:4])([CH3:3])[CH3:2]. The catalyst class is: 25. (2) Reactant: [CH2:1]([N:8]1[CH:17]=[C:16](I)[C:15]2[C:10](=[CH:11][N:12]=[CH:13][CH:14]=2)[C:9]1=[O:19])[C:2]1[CH:7]=[CH:6][CH:5]=[CH:4][CH:3]=1.[CH3:20][C:21]1[C:25](B(O)O)=[C:24]([CH3:29])[O:23][N:22]=1.[O-]S([O-])(=O)=O.[Na+].[Na+]. Product: [CH2:1]([N:8]1[CH:17]=[C:16]([C:25]2[C:21]([CH3:20])=[N:22][O:23][C:24]=2[CH3:29])[C:15]2[C:10](=[CH:11][N:12]=[CH:13][CH:14]=2)[C:9]1=[O:19])[C:2]1[CH:7]=[CH:6][CH:5]=[CH:4][CH:3]=1. The catalyst class is: 460. (3) Reactant: Cl[C:2]1[C:3]2[CH:10]=[CH:9][N:8]([S:11]([C:14]3[CH:20]=[CH:19][C:17]([CH3:18])=[CH:16][CH:15]=3)(=[O:13])=[O:12])[C:4]=2[N:5]=[CH:6][N:7]=1.[NH2:21][CH:22]1[CH2:27][CH2:26][N:25]([C:28]([O:30][C:31]([CH3:34])([CH3:33])[CH3:32])=[O:29])[CH2:24][CH2:23]1.CCN(C(C)C)C(C)C. Product: [S:11]([N:8]1[C:4]2[N:5]=[CH:6][N:7]=[C:2]([NH:21][CH:22]3[CH2:23][CH2:24][N:25]([C:28]([O:30][C:31]([CH3:34])([CH3:33])[CH3:32])=[O:29])[CH2:26][CH2:27]3)[C:3]=2[CH:10]=[CH:9]1)([C:14]1[CH:20]=[CH:19][C:17]([CH3:18])=[CH:16][CH:15]=1)(=[O:13])=[O:12]. The catalyst class is: 37. (4) Product: [C:5]([C:25]1[CH:24]=[CH:23][C:19](/[CH:20]=[CH:21]/[C:33]([NH:11][C:7]2[CH:6]=[C:5]3[C:10](=[CH:9][CH:8]=2)[N:2]([CH3:1])[CH2:3][CH2:4]3)=[O:34])=[CH:18][CH:17]=1)([CH3:10])([CH3:6])[CH3:4]. The catalyst class is: 6. Reactant: [CH3:1][N:2]1[C:10]2[C:5](=[CH:6][C:7]([N+:11]([O-])=O)=[CH:8][CH:9]=2)[CH2:4][CH2:3]1.[N+]([C:17]1[CH:18]=[C:19]2[C:23](=[CH:24][CH:25]=1)N[CH2:21][CH2:20]2)([O-])=O.IC.[OH-].[Na+].CN([CH:33]=[O:34])C. (5) Reactant: [F:1][C:2]1[CH:10]=[CH:9][C:8]([CH2:11][C:12]2[C:21]3[C:16](=[CH:17][CH:18]=[CH:19][CH:20]=3)[C:15](=[O:22])[NH:14][N:13]=2)=[CH:7][C:3]=1[C:4](O)=[O:5].CN(C(ON1N=NC2C=CC=CC1=2)=[N+](C)C)C.F[P-](F)(F)(F)(F)F.C(N(C(C)C)C(C)C)C.[NH:56]1[CH2:61][CH2:60][CH:59]([O:62][CH2:63][CH2:64][N:65]2[CH2:70][CH2:69][CH2:68][CH2:67]C2)[CH2:58][CH2:57]1. Product: [F:1][C:2]1[CH:10]=[CH:9][C:8]([CH2:11][C:12]2[C:21]3[C:16](=[CH:17][CH:18]=[CH:19][CH:20]=3)[C:15](=[O:22])[NH:14][N:13]=2)=[CH:7][C:3]=1[C:4]([N:56]1[CH2:57][CH2:58][CH:59]([O:62][CH2:63][CH2:64][N:65]2[CH2:70][CH2:69][CH2:68][CH2:67]2)[CH2:60][CH2:61]1)=[O:5]. The catalyst class is: 3.